Dataset: Experimentally validated miRNA-target interactions with 360,000+ pairs, plus equal number of negative samples. Task: Binary Classification. Given a miRNA mature sequence and a target amino acid sequence, predict their likelihood of interaction. The miRNA is hsa-miR-300 with sequence UAUACAAGGGCAGACUCUCUCU. Result: 0 (no interaction). The protein sequence of the target gene is MAEGGTGPDGRAGPGPAGPNLKEWLREQFCDHPLEHCDDTRLHDAAYVGDLQTLRNLLQEESYRSRINEKSVWCCGWLPCTPLRIAATAGHGNCVDFLIRKGAEVDLVDVKGQTALYVAVVNGHLESTEILLEAGADPNGSRHHRSTPVYHASRVGRDDILKALIRYGADVDVNHHLTPDTRPPFSRRLTSLVVCPLYISAAYHNLQCFRLLLQAGANPDFNCNGPVNTQEFYRGSPGCVMDAVLRHGCEAAFVSLLVEFGANLNLVKWESLGPEARGRRKMDPEALQVFKEARSIPRTL....